This data is from Reaction yield outcomes from USPTO patents with 853,638 reactions. The task is: Predict the reaction yield, written as a fraction of the theoretical maximum amount of product (1.0 means a 100% yield; for example, 0.34 means a 34% yield). (1) The reactants are [CH3:1][O:2][C:3]1[CH:4]=[C:5]([CH:8]=[CH:9][C:10]=1[O:11][CH3:12])[CH:6]=[O:7].[CH:13]([Mg]Br)=[CH2:14].[Cl-].[NH4+]. The catalyst is C1COCC1. The product is [CH3:1][O:2][C:3]1[CH:4]=[C:5]([CH:6]([OH:7])[CH:13]=[CH2:14])[CH:8]=[CH:9][C:10]=1[O:11][CH3:12]. The yield is 0.840. (2) The reactants are [Br:1][C:2]1[CH:3]=[CH:4][C:5]2[N:9]=[CH:8][N:7]([C:10]3[S:14][C:13]([C:15]([O:17][CH3:18])=[O:16])=[C:12]([O:19][Si](C(C)(C)C)(C)C)[CH:11]=3)[C:6]=2[CH:27]=1.[F-].C([N+](CCCC)(CCCC)CCCC)CCC.[NH4+].[Cl-]. The catalyst is C1COCC1.O.CCOC(C)=O. The product is [Br:1][C:2]1[CH:3]=[CH:4][C:5]2[N:9]=[CH:8][N:7]([C:10]3[S:14][C:13]([C:15]([O:17][CH3:18])=[O:16])=[C:12]([OH:19])[CH:11]=3)[C:6]=2[CH:27]=1. The yield is 1.00. (3) The reactants are [Cl:1][C:2]1[CH:3]=[C:4]([C@H:12]([C:22](=[O:30])[NH:23][C:24]2[CH:29]=[N:28][CH:27]=[CH:26][N:25]=2)[CH2:13][CH:14]2[CH2:18][CH2:17][CH:16]([O:19]C=O)[CH2:15]2)[CH:5]=[CH:6][C:7]=1[S:8]([CH3:11])(=[O:10])=[O:9].N. The catalyst is CO. The product is [Cl:1][C:2]1[CH:3]=[C:4]([C@@H:12]([CH2:13][CH:14]2[CH2:18][CH2:17][CH:16]([OH:19])[CH2:15]2)[C:22]([NH:23][C:24]2[CH:29]=[N:28][CH:27]=[CH:26][N:25]=2)=[O:30])[CH:5]=[CH:6][C:7]=1[S:8]([CH3:11])(=[O:10])=[O:9]. The yield is 0.625. (4) The reactants are [C:1]1([C:11]([OH:13])=O)[C:10]2[CH2:9][CH2:8][CH2:7][CH2:6][C:5]=2[CH:4]=[CH:3][CH:2]=1.C(Cl)(=O)C(Cl)=O.[CH2:20]([O:22][C:23]([C:25]1([NH2:34])[CH2:33][C:32]2[C:27](=[CH:28][CH:29]=[CH:30][CH:31]=2)[CH2:26]1)=[O:24])[CH3:21].CCN(C(C)C)C(C)C. The catalyst is C(Cl)Cl. The product is [CH2:20]([O:22][C:23]([C:25]1([NH:34][C:11]([C:1]2[C:10]3[CH2:9][CH2:8][CH2:7][CH2:6][C:5]=3[CH:4]=[CH:3][CH:2]=2)=[O:13])[CH2:33][C:32]2[C:27](=[CH:28][CH:29]=[CH:30][CH:31]=2)[CH2:26]1)=[O:24])[CH3:21]. The yield is 0.590. (5) The reactants are [CH3:1][C:2]1[CH:7]=[CH:6][C:5]([Mg]Br)=[CH:4][CH:3]=1.[N:10]12[CH2:17][CH2:16][C:13]([C:18]([O:20]CC)=O)([CH2:14][CH2:15]1)[CH2:12][CH2:11]2. The catalyst is C1COCC1. The product is [N:10]12[CH2:11][CH2:12][C:13]([C:18]([C:5]3[CH:6]=[CH:7][C:2]([CH3:1])=[CH:3][CH:4]=3)([C:5]3[CH:6]=[CH:7][C:2]([CH3:1])=[CH:3][CH:4]=3)[OH:20])([CH2:14][CH2:15]1)[CH2:16][CH2:17]2. The yield is 0.866.